This data is from Full USPTO retrosynthesis dataset with 1.9M reactions from patents (1976-2016). The task is: Predict the reactants needed to synthesize the given product. (1) The reactants are: [C:1]([C:4]1[CH:5]=[N:6][CH:7]=[CH:8][CH:9]=1)(=[O:3])[CH3:2]. Given the product [CH3:2][C@H:1]([C:4]1[CH:5]=[N:6][CH:7]=[CH:8][CH:9]=1)[OH:3], predict the reactants needed to synthesize it. (2) Given the product [CH3:19][N:10]1[C:11]2[C:7](=[CH:6][CH:5]=[C:4]([N+:1]([O-:3])=[O:2])[CH:12]=2)[CH:8]=[C:9]1[C:13]1[CH:18]=[CH:17][CH:16]=[CH:15][CH:14]=1, predict the reactants needed to synthesize it. The reactants are: [N+:1]([C:4]1[CH:12]=[C:11]2[C:7]([CH:8]=[C:9]([C:13]3[CH:18]=[CH:17][CH:16]=[CH:15][CH:14]=3)[NH:10]2)=[CH:6][CH:5]=1)([O-:3])=[O:2].[CH2:19]1OCCOCCOCCOCCOCCOC1.CC(C)([O-])C.[K+].CI.